This data is from Full USPTO retrosynthesis dataset with 1.9M reactions from patents (1976-2016). The task is: Predict the reactants needed to synthesize the given product. Given the product [Ti+4:31].[CH2:2]([P:4]([OH:10])([CH2:6][C:7]([O-:9])=[O:8])=[O:5])[CH3:3].[CH2:2]([P:4]([CH2:6][C:7]([O-:9])=[O:8])([OH:10])=[O:5])[CH3:3].[CH2:2]([P:4]([CH2:6][C:7]([O-:9])=[O:8])([OH:10])=[O:5])[CH3:3].[CH2:2]([P:4]([CH2:6][C:7]([O-:9])=[O:8])([OH:10])=[O:5])[CH3:3], predict the reactants needed to synthesize it. The reactants are: [Na+].[CH2:2]([P:4]([OH:10])([CH2:6][C:7]([O-:9])=[O:8])=[O:5])[CH3:3].[O-]CCCC.[O-]CCCC.[O-]CCCC.[O-]CCCC.[Ti+4:31].